Dataset: Full USPTO retrosynthesis dataset with 1.9M reactions from patents (1976-2016). Task: Predict the reactants needed to synthesize the given product. (1) Given the product [C:28]([O:32][C:33](=[O:50])[NH:34][C:35]1[CH:40]=[CH:39][C:38]([C:2]2[CH:7]=[CH:6][C:5]([S:8]([N:11]3[CH:15]=[CH:14][C:13](/[CH:16]=[CH:17]/[C:18](=[O:19])[NH:20][O:21][CH:22]4[CH2:27][CH2:26][CH2:25][CH2:24][O:23]4)=[CH:12]3)(=[O:10])=[O:9])=[CH:4][CH:3]=2)=[CH:37][N:36]=1)([CH3:31])([CH3:29])[CH3:30], predict the reactants needed to synthesize it. The reactants are: Br[C:2]1[CH:7]=[CH:6][C:5]([S:8]([N:11]2[CH:15]=[CH:14][C:13](/[CH:16]=[CH:17]/[C:18]([NH:20][O:21][CH:22]3[CH2:27][CH2:26][CH2:25][CH2:24][O:23]3)=[O:19])=[CH:12]2)(=[O:10])=[O:9])=[CH:4][CH:3]=1.[C:28]([O:32][C:33](=[O:50])[NH:34][C:35]1[CH:40]=[CH:39][C:38](B2OC(C)(C)C(C)(C)O2)=[CH:37][N:36]=1)([CH3:31])([CH3:30])[CH3:29].C(=O)([O-])[O-].[Na+].[Na+]. (2) Given the product [Cl:7][C:8]1[CH:9]=[CH:10][CH:11]=[C:12]([C:14]2[NH:6][CH:23]=[CH:19][N:18]=2)[N:13]=1, predict the reactants needed to synthesize it. The reactants are: C(C=O)=O.[OH-].[NH4+:6].[Cl:7][C:8]1[N:13]=[C:12]([CH:14]=O)[CH:11]=[CH:10][CH:9]=1.ClC1C=CC=[C:19]([CH3:23])[N:18]=1.